This data is from Forward reaction prediction with 1.9M reactions from USPTO patents (1976-2016). The task is: Predict the product of the given reaction. Given the reactants [CH2:1]([C:3]1[CH:11]=[CH:10][C:6]([C:7](Cl)=O)=[CH:5][CH:4]=1)[CH3:2].Cl[C:13]1[CH:18]=[CH:17][C:16]([C:19]([F:22])([F:21])[F:20])=[CH:15][N:14]=1.ClC1C=C(Cl)C=CC=1C1[C:36]([C:37]2[NH:38][CH:39]=[CH:40][N:41]=2)=[CH:35][N:34]=[C:33]([NH:42][CH2:43][CH2:44][NH:45]C2C=CC([N+]([O-])=O)=CN=2)[N:32]=1, predict the reaction product. The product is: [CH2:1]([C:3]1[CH:11]=[CH:10][C:6]([C:7]2[C:36]([C:37]3[NH:38][CH:39]=[CH:40][N:41]=3)=[CH:35][N:34]=[C:33]([NH:42][CH2:43][CH2:44][NH:45][C:13]3[CH:18]=[CH:17][C:16]([C:19]([F:22])([F:21])[F:20])=[CH:15][N:14]=3)[N:32]=2)=[CH:5][CH:4]=1)[CH3:2].